From a dataset of NCI-60 drug combinations with 297,098 pairs across 59 cell lines. Regression. Given two drug SMILES strings and cell line genomic features, predict the synergy score measuring deviation from expected non-interaction effect. (1) Drug 1: C(=O)(N)NO. Drug 2: CCC1(CC2CC(C3=C(CCN(C2)C1)C4=CC=CC=C4N3)(C5=C(C=C6C(=C5)C78CCN9C7C(C=CC9)(C(C(C8N6C)(C(=O)OC)O)OC(=O)C)CC)OC)C(=O)OC)O.OS(=O)(=O)O. Cell line: NCIH23. Synergy scores: CSS=1.16, Synergy_ZIP=2.69, Synergy_Bliss=1.90, Synergy_Loewe=0.507, Synergy_HSA=-1.12. (2) Drug 1: C1=CC(=C2C(=C1NCCNCCO)C(=O)C3=C(C=CC(=C3C2=O)O)O)NCCNCCO. Drug 2: CCC(=C(C1=CC=CC=C1)C2=CC=C(C=C2)OCCN(C)C)C3=CC=CC=C3.C(C(=O)O)C(CC(=O)O)(C(=O)O)O. Cell line: OVCAR-8. Synergy scores: CSS=50.7, Synergy_ZIP=11.9, Synergy_Bliss=10.6, Synergy_Loewe=-18.2, Synergy_HSA=9.89. (3) Drug 1: CCC(=C(C1=CC=CC=C1)C2=CC=C(C=C2)OCCN(C)C)C3=CC=CC=C3.C(C(=O)O)C(CC(=O)O)(C(=O)O)O. Drug 2: CN(CCCl)CCCl.Cl. Cell line: NCI/ADR-RES. Synergy scores: CSS=2.14, Synergy_ZIP=-1.71, Synergy_Bliss=-0.707, Synergy_Loewe=-5.29, Synergy_HSA=-3.24. (4) Drug 1: CC1OCC2C(O1)C(C(C(O2)OC3C4COC(=O)C4C(C5=CC6=C(C=C35)OCO6)C7=CC(=C(C(=C7)OC)O)OC)O)O. Drug 2: CC12CCC3C(C1CCC2O)C(CC4=C3C=CC(=C4)O)CCCCCCCCCS(=O)CCCC(C(F)(F)F)(F)F. Cell line: SK-OV-3. Synergy scores: CSS=1.91, Synergy_ZIP=-3.71, Synergy_Bliss=-5.15, Synergy_Loewe=-4.36, Synergy_HSA=-3.89. (5) Drug 2: CC(C)CN1C=NC2=C1C3=CC=CC=C3N=C2N. Drug 1: CN(C(=O)NC(C=O)C(C(C(CO)O)O)O)N=O. Cell line: A498. Synergy scores: CSS=-23.8, Synergy_ZIP=7.93, Synergy_Bliss=-13.3, Synergy_Loewe=-28.2, Synergy_HSA=-30.0. (6) Drug 1: C1CCN(CC1)CCOC2=CC=C(C=C2)C(=O)C3=C(SC4=C3C=CC(=C4)O)C5=CC=C(C=C5)O. Drug 2: C1=CC=C(C=C1)NC(=O)CCCCCCC(=O)NO. Cell line: SNB-19. Synergy scores: CSS=3.91, Synergy_ZIP=-1.37, Synergy_Bliss=1.69, Synergy_Loewe=-1.96, Synergy_HSA=0.707.